From a dataset of Forward reaction prediction with 1.9M reactions from USPTO patents (1976-2016). Predict the product of the given reaction. (1) Given the reactants Cl[C:2]1[C:7](Cl)=C(C2C=CC(OC)=CC=2)N=C(C(Cl)=O)[CH:3]=1.[F-].[K+].[F:22][C:23]1[C:28]([F:29])=[C:27]([C:30]2[CH:35]=[CH:34][C:33]([O:36][CH3:37])=[CH:32][CH:31]=2)[N:26]=[C:25]([C:38](F)=[O:39])[CH:24]=1.C(N(CC)CC)C.C([OH:51])(C)C, predict the reaction product. The product is: [F:22][C:23]1[C:28]([F:29])=[C:27]([C:30]2[CH:35]=[CH:34][C:33]([O:36][CH3:37])=[CH:32][CH:31]=2)[N:26]=[C:25]([C:38]([O:39][CH:2]([CH3:7])[CH3:3])=[O:51])[CH:24]=1. (2) Given the reactants Br[C:2]1[CH:7]=[CH:6][C:5](/[C:8](/[CH3:15])=[CH:9]/[C:10]([O:12][CH2:13][CH3:14])=[O:11])=[CH:4][CH:3]=1.C(=O)([O-])[O-].[Na+].[Na+].[Cl:22][C:23]1[CH:28]=[CH:27][C:26](B(O)O)=[CH:25][CH:24]=1, predict the reaction product. The product is: [CH2:13]([O:12][C:10](=[O:11])/[CH:9]=[C:8](/[C:5]1[CH:6]=[CH:7][C:2]([C:26]2[CH:27]=[CH:28][C:23]([Cl:22])=[CH:24][CH:25]=2)=[CH:3][CH:4]=1)\[CH3:15])[CH3:14]. (3) Given the reactants [CH2:1]([NH2:3])[CH3:2].CS(C)=O.C1([O:14][C:15](=O)[NH:16][C:17]2[CH:22]=[CH:21][C:20]([O:23][C:24]3[C:33]4[C:28](=[CH:29][C:30]([O:37][CH3:38])=[C:31]([C:34](=[O:36])[NH2:35])[CH:32]=4)[N:27]=[CH:26][CH:25]=3)=[CH:19][C:18]=2[C:39]([F:42])([F:41])[F:40])C=CC=CC=1.O, predict the reaction product. The product is: [C:34]([C:31]1[CH:32]=[C:33]2[C:28](=[CH:29][C:30]=1[O:37][CH3:38])[N:27]=[CH:26][CH:25]=[C:24]2[O:23][C:20]1[CH:21]=[CH:22][C:17]([NH:16][C:15]([NH:3][CH2:1][CH3:2])=[O:14])=[C:18]([C:39]([F:41])([F:40])[F:42])[CH:19]=1)(=[O:36])[NH2:35]. (4) Given the reactants [NH2:1][C:2]1[CH:3]=[CH:4][C:5]2[C:11]([CH3:13])([CH3:12])[CH2:10][CH2:9][C:8](=[O:14])[NH:7][C:6]=2[CH:15]=1.Cl[C:17]1[N:22]=[C:21]([NH:23][C:24]2[C:33]([F:34])=[CH:32][CH:31]=[CH:30][C:25]=2[C:26]([NH:28][CH3:29])=[O:27])[C:20]([Cl:35])=[CH:19][N:18]=1, predict the reaction product. The product is: [Cl:35][C:20]1[C:21]([NH:23][C:24]2[C:33]([F:34])=[CH:32][CH:31]=[CH:30][C:25]=2[C:26]([NH:28][CH3:29])=[O:27])=[N:22][C:17]([NH:1][C:2]2[CH:3]=[CH:4][C:5]3[C:11]([CH3:12])([CH3:13])[CH2:10][CH2:9][C:8](=[O:14])[NH:7][C:6]=3[CH:15]=2)=[N:18][CH:19]=1. (5) Given the reactants Cl[CH2:2][C:3]1[CH:18]=[CH:17][C:6]([CH2:7][C:8]2[S:9][C:10]3[CH:16]=[CH:15][CH:14]=[CH:13][C:11]=3[N:12]=2)=[CH:5][CH:4]=1.[C:19]([O:23][C:24]([N:26]1[CH2:31][C@@H:30]2[CH2:32][C@H:27]1[CH2:28][NH:29]2)=[O:25])([CH3:22])([CH3:21])[CH3:20].CCN(CC)CC, predict the reaction product. The product is: [C:19]([O:23][C:24]([N:26]1[CH2:31][CH:30]2[CH2:32][CH:27]1[CH2:28][N:29]2[CH2:2][C:3]1[CH:18]=[CH:17][C:6]([CH2:7][C:8]2[S:9][C:10]3[CH:16]=[CH:15][CH:14]=[CH:13][C:11]=3[N:12]=2)=[CH:5][CH:4]=1)=[O:25])([CH3:22])([CH3:20])[CH3:21]. (6) Given the reactants C([O:3][C:4](=[O:29])[CH2:5][O:6][C:7]1[C:12]([Cl:13])=[CH:11][C:10]([NH:14][C:15]([NH:17][C:18]2[CH:23]=[CH:22][C:21]([NH:24][C:25](=[O:27])[CH3:26])=[CH:20][CH:19]=2)=[S:16])=[CH:9][C:8]=1[Cl:28])C.O1CCCC1.[OH-].[Na+].Cl, predict the reaction product. The product is: [C:25]([NH:24][C:21]1[CH:22]=[CH:23][C:18]([NH:17][C:15](=[S:16])[NH:14][C:10]2[CH:11]=[C:12]([Cl:13])[C:7]([O:6][CH2:5][C:4]([OH:29])=[O:3])=[C:8]([Cl:28])[CH:9]=2)=[CH:19][CH:20]=1)(=[O:27])[CH3:26]. (7) Given the reactants [NH2:1][C:2]1[O:3][CH2:4][CH:5]([C:7]2[CH:12]=[CH:11][C:10]([NH:13][C:14](=[O:22])[C:15]3[CH:20]=[CH:19][C:18](Cl)=[CH:17][CH:16]=3)=[CH:9][CH:8]=2)[N:6]=1.C([O-])=O.[NH4+], predict the reaction product. The product is: [NH2:1][C:2]1[O:3][CH2:4][CH:5]([C:7]2[CH:8]=[CH:9][C:10]([NH:13][C:14](=[O:22])[C:15]3[CH:20]=[CH:19][CH:18]=[CH:17][CH:16]=3)=[CH:11][CH:12]=2)[N:6]=1. (8) Given the reactants O1[C:5]2([CH2:10][CH2:9][CH:8]([O:11][C:12]3[CH:17]=[C:16]([CH2:18][OH:19])[CH:15]=[C:14]([C:20]([F:23])([F:22])[F:21])[N:13]=3)[CH2:7][CH2:6]2)[O:4]CC1.Cl.O.C([O-])(O)=O.[Na+], predict the reaction product. The product is: [OH:19][CH2:18][C:16]1[CH:15]=[C:14]([C:20]([F:22])([F:23])[F:21])[N:13]=[C:12]([O:11][CH:8]2[CH2:9][CH2:10][C:5](=[O:4])[CH2:6][CH2:7]2)[CH:17]=1.